Dataset: Peptide-MHC class I binding affinity with 185,985 pairs from IEDB/IMGT. Task: Regression. Given a peptide amino acid sequence and an MHC pseudo amino acid sequence, predict their binding affinity value. This is MHC class I binding data. (1) The peptide sequence is SFGSSSTSGI. The MHC is Patr-A0901 with pseudo-sequence Patr-A0901. The binding affinity (normalized) is 0.238. (2) The MHC is HLA-A26:01 with pseudo-sequence HLA-A26:01. The binding affinity (normalized) is 0. The peptide sequence is IEELRQHLL. (3) The peptide sequence is SESTIDIIL. The MHC is HLA-A01:01 with pseudo-sequence HLA-A01:01. The binding affinity (normalized) is 0.0847. (4) The peptide sequence is AEQASQDVKNW. The MHC is HLA-A32:01 with pseudo-sequence HLA-A32:01. The binding affinity (normalized) is 0. (5) The binding affinity (normalized) is 0.483. The peptide sequence is ILFFAYVMNI. The MHC is HLA-A68:02 with pseudo-sequence HLA-A68:02. (6) The peptide sequence is LTAKDESNKV. The MHC is Mamu-A01 with pseudo-sequence Mamu-A01. The binding affinity (normalized) is 0.147. (7) The peptide sequence is THEANTMAM. The MHC is HLA-A80:01 with pseudo-sequence HLA-A80:01. The binding affinity (normalized) is 0.0847. (8) The peptide sequence is STCSAVTDR. The MHC is HLA-A33:01 with pseudo-sequence HLA-A33:01. The binding affinity (normalized) is 0.331. (9) The peptide sequence is STTENAAYQV. The MHC is HLA-A02:03 with pseudo-sequence HLA-A02:03. The binding affinity (normalized) is 0.218.